This data is from Reaction yield outcomes from USPTO patents with 853,638 reactions. The task is: Predict the reaction yield, written as a fraction of the theoretical maximum amount of product (1.0 means a 100% yield; for example, 0.34 means a 34% yield). (1) The reactants are [NH2:1][C:2]1[CH:7]=[CH:6][CH:5]=[CH:4][N:3]=1.C[Si]([N-][Si](C)(C)C)(C)C.[K+].Cl[CH2:19][C:20]1[C:21]([C:26]2[CH:31]=[CH:30][CH:29]=[CH:28][CH:27]=2)=[N:22][O:23][C:24]=1[CH3:25]. The catalyst is C1COCC1.C(OCC)(=O)C. The product is [CH3:25][C:24]1[O:23][N:22]=[C:21]([C:26]2[CH:27]=[CH:28][CH:29]=[CH:30][CH:31]=2)[C:20]=1[CH2:19][NH:1][C:2]1[CH:7]=[CH:6][CH:5]=[CH:4][N:3]=1. The yield is 0.180. (2) The reactants are C(NC(C)C)(C)C.C([Li])CCC.[Cl:13][C:14]1[C:15]2[CH:22]=[CH:21][N:20]([S:23]([C:26]3[CH:31]=[CH:30][CH:29]=[CH:28][CH:27]=3)(=[O:25])=[O:24])[C:16]=2[N:17]=[CH:18][N:19]=1.I[C:33]1[C:42]2[C:37](=[CH:38][CH:39]=[CH:40][CH:41]=2)[CH:36]=[CH:35][CH:34]=1. The catalyst is C1COCC1.CCCCCC.[Cl-].[Zn+2].[Cl-].C1C=CC([P]([Pd]([P](C2C=CC=CC=2)(C2C=CC=CC=2)C2C=CC=CC=2)([P](C2C=CC=CC=2)(C2C=CC=CC=2)C2C=CC=CC=2)[P](C2C=CC=CC=2)(C2C=CC=CC=2)C2C=CC=CC=2)(C2C=CC=CC=2)C2C=CC=CC=2)=CC=1. The product is [Cl:13][C:14]1[C:15]2[CH:22]=[C:21]([C:41]3[C:42]4[C:37](=[CH:36][CH:35]=[CH:34][CH:33]=4)[CH:38]=[CH:39][CH:40]=3)[N:20]([S:23]([C:26]3[CH:31]=[CH:30][CH:29]=[CH:28][CH:27]=3)(=[O:25])=[O:24])[C:16]=2[N:17]=[CH:18][N:19]=1. The yield is 0.820. (3) The reactants are [NH:1]1[C:9]2[C:4](=[CH:5][CH:6]=[CH:7][CH:8]=2)[CH:3]=[CH:2]1.[OH-].[K+].Br[CH2:13][CH2:14][OH:15]. The catalyst is CS(C)=O. The product is [OH:15][CH2:14][CH2:13][N:1]1[C:9]2[C:4](=[CH:5][CH:6]=[CH:7][CH:8]=2)[CH:3]=[CH:2]1. The yield is 0.730. (4) The reactants are [Cl:1][C:2]1[CH:21]=[C:20]([Cl:22])[CH:19]=[CH:18][C:3]=1[CH2:4][N:5]1[C:9](/[CH:10]=[CH:11]/[C:12]([O:14][CH2:15][CH3:16])=[O:13])=[CH:8][C:7]([OH:17])=[N:6]1.[CH3:23][O:24][CH2:25][CH2:26]O.C(P(CCCC)CCCC)CCC.N(C(N1CCCCC1)=O)=NC(N1CCCCC1)=O. The catalyst is O1CCCC1. The product is [Cl:1][C:2]1[CH:21]=[C:20]([Cl:22])[CH:19]=[CH:18][C:3]=1[CH2:4][N:5]1[C:9](/[CH:10]=[CH:11]/[C:12]([O:14][CH2:15][CH3:16])=[O:13])=[CH:8][C:7]([O:17][CH2:26][CH2:25][O:24][CH3:23])=[N:6]1. The yield is 0.610. (5) The reactants are C[O:2][C:3]1[N:4]=[CH:5][CH:6]=[C:7]2[C:11]([C:12]3[CH:17]=[C:16]([CH2:18][S:19]([CH3:22])(=[O:21])=[O:20])[CH:15]=[CH:14][C:13]=3[NH:23][C:24]3[CH:29]=[CH:28][CH:27]=[CH:26][N:25]=3)=[CH:10][N:9]([CH3:30])[C:8]=12.Cl. The catalyst is CO. The product is [CH3:30][N:9]1[C:8]2[C:3](=[O:2])[NH:4][CH:5]=[CH:6][C:7]=2[C:11]([C:12]2[CH:17]=[C:16]([CH2:18][S:19]([CH3:22])(=[O:20])=[O:21])[CH:15]=[CH:14][C:13]=2[NH:23][C:24]2[CH:29]=[CH:28][CH:27]=[CH:26][N:25]=2)=[CH:10]1. The yield is 0.920.